From a dataset of Retrosynthesis with 50K atom-mapped reactions and 10 reaction types from USPTO. Predict the reactants needed to synthesize the given product. Given the product CCCCOC(=O)CC1COc2ccc(NC(=O)c3ccc(C=NN4CCOCC4)cc3)cc2C1, predict the reactants needed to synthesize it. The reactants are: CCCCO.O=C(O)CC1COc2ccc(NC(=O)c3ccc(C=NN4CCOCC4)cc3)cc2C1.